Dataset: Full USPTO retrosynthesis dataset with 1.9M reactions from patents (1976-2016). Task: Predict the reactants needed to synthesize the given product. (1) Given the product [CH3:1][O:2][C:3]1[CH:4]=[CH:5][C:6]2[N:11]=[CH:10][C:9](=[O:12])[N:8]([CH2:61][CH2:62][N:63]3[CH2:68][CH2:67][CH:66]([NH:69][C:70](=[O:76])[O:71][C:72]([CH3:75])([CH3:74])[CH3:73])[CH2:65][CH2:64]3)[C:7]=2[N:13]=1, predict the reactants needed to synthesize it. The reactants are: [CH3:1][O:2][C:3]1[CH:4]=[CH:5][C:6]2[N:11]=[CH:10][C:9](=[O:12])[NH:8][C:7]=2[N:13]=1.[H-].[Na+].FC1C=C2C(C=CC(=O)N2CCN2CCC(NCC3C=CC4OCC(=O)NC=4N=3)CC2)=CC=1.COC1C=C2C(C=CC(=O)N2[CH2:61][CH2:62][N:63]2[CH2:68][CH2:67][CH:66]([NH:69][C:70](=[O:76])[O:71][C:72]([CH3:75])([CH3:74])[CH3:73])[CH2:65][CH2:64]2)=CC=1. (2) Given the product [NH:18]1[C:21]2=[C:23]3[C:24](=[CH:12][CH:13]=[C:20]2[CH:19]=[CH:17]1)[C:8]1[C:7](=[CH:6][CH:5]=[C:4]([C:2]#[N:3])[CH:9]=1)[NH:10]3, predict the reactants needed to synthesize it. The reactants are: Cl.[C:2]([C:4]1[CH:9]=[CH:8][C:7]([NH:10]N)=[CH:6][CH:5]=1)#[N:3].[C:12]([O-])(=O)[CH3:13].[Na+].[C:17]([C:19]1C(=O)[C:24](Cl)=[C:23](Cl)[C:21](=O)[C:20]=1C#N)#[N:18]. (3) Given the product [N+:23]([C:20]1[CH:21]=[CH:22][C:17]([N:3]2[C:4]3[CH:5]=[N:6][CH:7]=[CH:8][C:9]=3[N:1]=[CH:2]2)=[CH:18][CH:19]=1)([O-:25])=[O:24].[N+:23]([C:20]1[CH:21]=[CH:22][C:17]([N:1]2[C:9]3[CH:8]=[CH:7][N:6]=[CH:5][C:4]=3[N:3]=[CH:2]2)=[CH:18][CH:19]=1)([O-:25])=[O:24], predict the reactants needed to synthesize it. The reactants are: [NH:1]1[C:9]2[CH:8]=[CH:7][N:6]=[CH:5][C:4]=2[N:3]=[CH:2]1.C(=O)([O-])[O-].[K+].[K+].F[C:17]1[CH:22]=[CH:21][C:20]([N+:23]([O-:25])=[O:24])=[CH:19][CH:18]=1. (4) Given the product [C:1]([C:9]1[CH:15]=[C:14]2[C:12](=[CH:11][C:10]=1[OH:16])[O:13][C:17](=[O:20])[CH2:18][CH2:19]2)([CH2:4][C:5]([CH3:8])([CH3:7])[CH3:6])([CH3:2])[CH3:3], predict the reactants needed to synthesize it. The reactants are: [C:1]([C:9]1[CH:15]=[CH:14][C:12]([OH:13])=[CH:11][C:10]=1[OH:16])([CH2:4][C:5]([CH3:8])([CH3:7])[CH3:6])([CH3:3])[CH3:2].[C:17](O)(=[O:20])[CH:18]=[CH2:19].